From a dataset of Catalyst prediction with 721,799 reactions and 888 catalyst types from USPTO. Predict which catalyst facilitates the given reaction. (1) Reactant: Br[C:2]1[CH:3]=[C:4]([CH:31]=[CH:32][CH:33]=1)[C:5]([NH:7][C:8]1[N:9]=[N:10][C:11]([N:14]2[C:18]([C:19]([F:22])([F:21])[F:20])=[CH:17][C:16]([C:23]3[CH:24]=[N:25][C:26]([O:29][CH3:30])=[CH:27][CH:28]=3)=[N:15]2)=[CH:12][CH:13]=1)=[O:6].[F:34][C:35]1[CH:40]=[CH:39][C:38](B(O)O)=[CH:37][N:36]=1.C(=O)([O-])[O-].[Cs+].[Cs+]. Product: [F:34][C:35]1[N:36]=[CH:37][C:38]([C:2]2[CH:3]=[C:4]([CH:31]=[CH:32][CH:33]=2)[C:5]([NH:7][C:8]2[N:9]=[N:10][C:11]([N:14]3[C:18]([C:19]([F:22])([F:20])[F:21])=[CH:17][C:16]([C:23]4[CH:24]=[N:25][C:26]([O:29][CH3:30])=[CH:27][CH:28]=4)=[N:15]3)=[CH:12][CH:13]=2)=[O:6])=[CH:39][CH:40]=1. The catalyst class is: 427. (2) Reactant: [CH2:1]([O:8][C:9](=[O:26])[NH:10][C@@H:11]([CH3:25])[CH2:12][N:13]1[C:21]2[C:16](=[CH:17][CH:18]=[C:19]([OH:24])[C:20]=2[CH:22]=O)[CH:15]=[N:14]1)[C:2]1[CH:7]=[CH:6][CH:5]=[CH:4][CH:3]=1.C(=O)([O-])[O-].[K+].[K+].Br[CH2:34][C:35]([O:37][CH2:38][CH3:39])=[O:36].[Cl-].[NH4+]. Product: [CH2:38]([O:37][C:35]([C:34]1[O:24][C:19]2=[CH:18][CH:17]=[C:16]3[C:21]([N:13]([CH2:12][C@@H:11]([NH:10][C:9]([O:8][CH2:1][C:2]4[CH:3]=[CH:4][CH:5]=[CH:6][CH:7]=4)=[O:26])[CH3:25])[N:14]=[CH:15]3)=[C:20]2[CH:22]=1)=[O:36])[CH3:39]. The catalyst class is: 39. (3) Reactant: [F:1][C:2]1[CH:7]=[C:6]([I:8])[CH:5]=[CH:4][C:3]=1[NH:9][C:10]1[N:15]([CH3:16])[C:14](=[O:17])[C:13]2[CH2:18][CH2:19][CH2:20][C:12]=2[C:11]=1[C:21]([O:23]CC)=[O:22].[OH-].[Na+].Cl. Product: [F:1][C:2]1[CH:7]=[C:6]([I:8])[CH:5]=[CH:4][C:3]=1[NH:9][C:10]1[N:15]([CH3:16])[C:14](=[O:17])[C:13]2[CH2:18][CH2:19][CH2:20][C:12]=2[C:11]=1[C:21]([OH:23])=[O:22]. The catalyst class is: 5. (4) Reactant: [CH3:1][C:2]1[CH2:3][C:4]2[C:9]([CH:10]=1)=[CH:8][CH:7]=[CH:6][CH:5]=2.[C:11]1([CH3:17])[CH:16]=[CH:15][CH:14]=[CH:13][CH:12]=1.[CH2:18]([Li])[CH2:19][CH2:20]C.[CH2:23]([Si:29]([CH2:32][CH2:33][CH2:34][CH2:35][CH2:36][CH3:37])(Cl)Cl)[CH2:24][CH2:25][CH2:26][CH2:27][CH3:28]. Product: [CH2:23]([Si:29]([CH2:32][CH2:33][CH2:34][CH2:35][CH2:36][CH3:37])([CH:18]1[C:16]2[C:11](=[CH:12][CH:13]=[CH:14][CH:15]=2)[CH:17]=[C:19]1[CH3:20])[CH:3]1[C:4]2[C:9](=[CH:8][CH:7]=[CH:6][CH:5]=2)[CH:10]=[C:2]1[CH3:1])[CH2:24][CH2:25][CH2:26][CH2:27][CH3:28]. The catalyst class is: 90. (5) Reactant: [NH2:1][C:2]1[CH:11]=[CH:10][CH:9]=[CH:8][C:3]=1[C:4]([NH:6]O)=O.BrC[C:14](O)=[O:15].C1CN([P+](Br)(N2CCCC2)N2CCCC2)CC1.F[P-](F)(F)(F)(F)F.CC(N(C)C)=[O:43]. Product: [OH:43][N:1]1[C:2]2[C:3](=[CH:8][CH:9]=[CH:10][CH:11]=2)[CH:4]=[N:6][C:14]1=[O:15]. The catalyst class is: 142. (6) Reactant: [CH3:1][Si:2]([CH3:15])([CH3:14])[CH2:3][CH2:4][O:5][CH2:6][O:7][C:8]1[CH:9]=[N:10][CH:11]=[CH:12][CH:13]=1.[Li]C(C)(C)C.C1C=CC(S(N(S(C2C=CC=CC=2)(=O)=O)[F:31])(=O)=O)=CC=1.CCCCCC.CC(C)=O. Product: [F:31][C:13]1[CH:12]=[CH:11][N:10]=[CH:9][C:8]=1[O:7][CH2:6][O:5][CH2:4][CH2:3][Si:2]([CH3:15])([CH3:14])[CH3:1]. The catalyst class is: 332.